Dataset: Forward reaction prediction with 1.9M reactions from USPTO patents (1976-2016). Task: Predict the product of the given reaction. (1) The product is: [CH2:3]([C:7]([C:21]1[N:26]=[CH:25][C:24]([N+:27]([O-:29])=[O:28])=[CH:23][N:22]=1)([C:15]([O:17][CH2:18][CH3:19])=[O:16])[C:8]([O:10][C:11]([CH3:14])([CH3:13])[CH3:12])=[O:9])[CH2:4][C:5]#[CH:6]. Given the reactants [H-].[Na+].[CH2:3]([CH:7]([C:15]([O:17][CH2:18][CH3:19])=[O:16])[C:8]([O:10][C:11]([CH3:14])([CH3:13])[CH3:12])=[O:9])[CH2:4][C:5]#[CH:6].Cl[C:21]1[N:26]=[CH:25][C:24]([N+:27]([O-:29])=[O:28])=[CH:23][N:22]=1, predict the reaction product. (2) Given the reactants [CH3:1][NH:2][CH2:3][C:4]1[CH:9]=[CH:8][C:7]([C:10]([N:12]2[CH2:18][C:17]3([CH3:20])[CH2:19][CH:13]2[CH2:14][C:15]([CH3:22])([CH3:21])[CH2:16]3)=[O:11])=[CH:6][CH:5]=1.[CH:23]1([C:28](Cl)=[O:29])[CH2:27][CH2:26][CH2:25][CH2:24]1, predict the reaction product. The product is: [CH3:1][N:2]([CH2:3][C:4]1[CH:9]=[CH:8][C:7]([C:10]([N:12]2[CH2:18][C:17]3([CH3:20])[CH2:19][CH:13]2[CH2:14][C:15]([CH3:22])([CH3:21])[CH2:16]3)=[O:11])=[CH:6][CH:5]=1)[C:28]([CH:23]1[CH2:27][CH2:26][CH2:25][CH2:24]1)=[O:29]. (3) Given the reactants [Br:1][C:2]1[CH:3]=[C:4]([O:28][C:29]2[CH:34]=[CH:33][CH:32]=[CH:31][CH:30]=2)[C:5]([NH:8][C:9]2[S:10][CH:11]=[C:12]([CH2:14][CH:15]3[CH2:19][CH2:18][N:17](C(OC(C)(C)C)=O)[C:16]3=[O:27])[N:13]=2)=[N:6][CH:7]=1.Cl, predict the reaction product. The product is: [Br:1][C:2]1[CH:3]=[C:4]([O:28][C:29]2[CH:34]=[CH:33][CH:32]=[CH:31][CH:30]=2)[C:5]([NH:8][C:9]2[S:10][CH:11]=[C:12]([CH2:14][CH:15]3[CH2:19][CH2:18][NH:17][C:16]3=[O:27])[N:13]=2)=[N:6][CH:7]=1. (4) The product is: [CH3:1][C:2]1[CH:3]=[C:4]([CH:8]=[CH:9][C:10]=1[CH3:11])[C:5]([NH:20][CH:16]([CH2:17][CH2:18][CH3:19])[CH2:15][CH:13]([CH3:14])[CH3:12])=[O:7]. Given the reactants [CH3:1][C:2]1[CH:3]=[C:4]([CH:8]=[CH:9][C:10]=1[CH3:11])[C:5]([OH:7])=O.[CH3:12][CH:13]([CH2:15][CH:16]([NH2:20])[CH2:17][CH2:18][CH3:19])[CH3:14], predict the reaction product.